Task: Predict the reaction yield, written as a fraction of the theoretical maximum amount of product (1.0 means a 100% yield; for example, 0.34 means a 34% yield).. Dataset: Reaction yield outcomes from USPTO patents with 853,638 reactions (1) The reactants are Cl[C:2]1[C:3]2[N:4]([CH:10]=[CH:11][CH:12]=2)[N:5]=[CH:6][C:7]=1[C:8]#[N:9].[O:13]1[CH2:17][CH2:16][CH:15]([NH2:18])[CH2:14]1.CCN(C(C)C)C(C)C. The catalyst is CN(C=O)C. The product is [O:13]1[CH2:17][CH2:16][CH:15]([NH:18][C:2]2[C:3]3[N:4]([CH:10]=[CH:11][CH:12]=3)[N:5]=[CH:6][C:7]=2[C:8]#[N:9])[CH2:14]1. The yield is 0.910. (2) The reactants are [CH:1]1[C:10]2[C:5](=[CH:6][CH:7]=[CH:8][CH:9]=2)[CH:4]=[C:3]([NH:11][C:12](=[O:40])[O:13][CH2:14][C@@H:15]([N:26]([CH3:39])[C:27]([NH:29][CH2:30][C:31]2[CH:36]=[CH:35][CH:34]=[C:33]([F:37])[C:32]=2[F:38])=[O:28])[CH2:16][CH2:17][CH2:18][O:19][P:20]([O:24]C)([O:22]C)=[O:21])[N:2]=1.[Si](I)(C)(C)C. The catalyst is C(#N)C. The product is [CH:1]1[C:10]2[C:5](=[CH:6][CH:7]=[CH:8][CH:9]=2)[CH:4]=[C:3]([NH:11][C:12](=[O:40])[O:13][CH2:14][C@@H:15]([N:26]([CH3:39])[C:27]([NH:29][CH2:30][C:31]2[CH:36]=[CH:35][CH:34]=[C:33]([F:37])[C:32]=2[F:38])=[O:28])[CH2:16][CH2:17][CH2:18][O:19][P:20]([OH:24])([OH:22])=[O:21])[N:2]=1. The yield is 0.520.